Dataset: Forward reaction prediction with 1.9M reactions from USPTO patents (1976-2016). Task: Predict the product of the given reaction. Given the reactants [Br:1][C:2]1[CH:3]=[CH:4][C:5]2[O:9][C:8]([C:10]([O:12]CC)=[O:11])=[C:7]([CH3:15])[C:6]=2[CH:16]=1.[OH-].[K+].CO, predict the reaction product. The product is: [Br:1][C:2]1[CH:3]=[CH:4][C:5]2[O:9][C:8]([C:10]([OH:12])=[O:11])=[C:7]([CH3:15])[C:6]=2[CH:16]=1.